This data is from NCI-60 drug combinations with 297,098 pairs across 59 cell lines. The task is: Regression. Given two drug SMILES strings and cell line genomic features, predict the synergy score measuring deviation from expected non-interaction effect. (1) Drug 1: CN1C(=O)N2C=NC(=C2N=N1)C(=O)N. Drug 2: COCCOC1=C(C=C2C(=C1)C(=NC=N2)NC3=CC=CC(=C3)C#C)OCCOC.Cl. Cell line: UACC-257. Synergy scores: CSS=-1.98, Synergy_ZIP=0.420, Synergy_Bliss=-3.38, Synergy_Loewe=-3.59, Synergy_HSA=-4.94. (2) Drug 1: CCCCCOC(=O)NC1=NC(=O)N(C=C1F)C2C(C(C(O2)C)O)O. Drug 2: C1CC(=O)NC(=O)C1N2C(=O)C3=CC=CC=C3C2=O. Cell line: SF-295. Synergy scores: CSS=-7.00, Synergy_ZIP=4.76, Synergy_Bliss=5.51, Synergy_Loewe=-1.81, Synergy_HSA=-1.25. (3) Drug 1: CC1OCC2C(O1)C(C(C(O2)OC3C4COC(=O)C4C(C5=CC6=C(C=C35)OCO6)C7=CC(=C(C(=C7)OC)O)OC)O)O. Drug 2: CC1=CC=C(C=C1)C2=CC(=NN2C3=CC=C(C=C3)S(=O)(=O)N)C(F)(F)F. Cell line: OVCAR-4. Synergy scores: CSS=3.75, Synergy_ZIP=-3.74, Synergy_Bliss=-4.02, Synergy_Loewe=-2.27, Synergy_HSA=-2.25. (4) Drug 1: C1C(C(OC1N2C=C(C(=O)NC2=O)F)CO)O. Drug 2: C(CN)CNCCSP(=O)(O)O. Cell line: HOP-62. Synergy scores: CSS=35.1, Synergy_ZIP=-10.2, Synergy_Bliss=-4.58, Synergy_Loewe=-79.7, Synergy_HSA=-2.32. (5) Drug 1: CC1=C(C(CCC1)(C)C)C=CC(=CC=CC(=CC(=O)O)C)C. Synergy scores: CSS=2.63, Synergy_ZIP=5.71, Synergy_Bliss=4.55, Synergy_Loewe=-5.80, Synergy_HSA=-5.28. Cell line: SR. Drug 2: C(=O)(N)NO. (6) Drug 1: CC12CCC(CC1=CCC3C2CCC4(C3CC=C4C5=CN=CC=C5)C)O. Drug 2: C1=NC2=C(N=C(N=C2N1C3C(C(C(O3)CO)O)F)Cl)N. Cell line: HOP-62. Synergy scores: CSS=38.1, Synergy_ZIP=0.773, Synergy_Bliss=3.00, Synergy_Loewe=-26.3, Synergy_HSA=-0.642. (7) Drug 1: C1CCN(CC1)CCOC2=CC=C(C=C2)C(=O)C3=C(SC4=C3C=CC(=C4)O)C5=CC=C(C=C5)O. Drug 2: CCC1(C2=C(COC1=O)C(=O)N3CC4=CC5=C(C=CC(=C5CN(C)C)O)N=C4C3=C2)O.Cl. Cell line: U251. Synergy scores: CSS=24.1, Synergy_ZIP=-8.98, Synergy_Bliss=-2.39, Synergy_Loewe=-19.7, Synergy_HSA=-2.39. (8) Drug 1: CCN(CC)CCNC(=O)C1=C(NC(=C1C)C=C2C3=C(C=CC(=C3)F)NC2=O)C. Drug 2: CCC1(C2=C(COC1=O)C(=O)N3CC4=CC5=C(C=CC(=C5CN(C)C)O)N=C4C3=C2)O.Cl. Cell line: CCRF-CEM. Synergy scores: CSS=46.3, Synergy_ZIP=-1.84, Synergy_Bliss=-0.451, Synergy_Loewe=-19.1, Synergy_HSA=1.64. (9) Drug 1: CC12CCC3C(C1CCC2=O)CC(=C)C4=CC(=O)C=CC34C. Drug 2: COC1=C2C(=CC3=C1OC=C3)C=CC(=O)O2. Cell line: OVCAR-8. Synergy scores: CSS=63.4, Synergy_ZIP=0.522, Synergy_Bliss=1.91, Synergy_Loewe=0.948, Synergy_HSA=1.48. (10) Drug 1: CC1=C2C(C(=O)C3(C(CC4C(C3C(C(C2(C)C)(CC1OC(=O)C(C(C5=CC=CC=C5)NC(=O)C6=CC=CC=C6)O)O)OC(=O)C7=CC=CC=C7)(CO4)OC(=O)C)O)C)OC(=O)C. Drug 2: C(CN)CNCCSP(=O)(O)O. Cell line: K-562. Synergy scores: CSS=31.7, Synergy_ZIP=-1.96, Synergy_Bliss=-3.77, Synergy_Loewe=-51.6, Synergy_HSA=-11.0.